This data is from TCR-epitope binding with 47,182 pairs between 192 epitopes and 23,139 TCRs. The task is: Binary Classification. Given a T-cell receptor sequence (or CDR3 region) and an epitope sequence, predict whether binding occurs between them. (1) The TCR CDR3 sequence is CASSLEESSYNEQFF. The epitope is LLWNGPMAV. Result: 0 (the TCR does not bind to the epitope). (2) The epitope is LLWNGPMAV. The TCR CDR3 sequence is CASSQGERFGNEQFF. Result: 1 (the TCR binds to the epitope). (3) The epitope is RQLLFVVEV. The TCR CDR3 sequence is CASSPSGSGYEQYF. Result: 1 (the TCR binds to the epitope).